From a dataset of CYP2D6 inhibition data for predicting drug metabolism from PubChem BioAssay. Regression/Classification. Given a drug SMILES string, predict its absorption, distribution, metabolism, or excretion properties. Task type varies by dataset: regression for continuous measurements (e.g., permeability, clearance, half-life) or binary classification for categorical outcomes (e.g., BBB penetration, CYP inhibition). Dataset: cyp2d6_veith. (1) The molecule is COc1ccc(-n2c(=O)c(-c3ccc(Cl)cc3)nc3cnc(N4CCOCC4)nc32)cc1. The result is 0 (non-inhibitor). (2) The compound is CCN1CCC2(CC1)NC(CO)(CO)CO2. The result is 0 (non-inhibitor). (3) The drug is Cc1cc(-c2c(C)[nH]n(-c3ccccc3)c2=O)n(-c2ccccc2)n1. The result is 0 (non-inhibitor). (4) The drug is COc1ccc(CNc2ncncc2-c2ccccc2CN(C)C)c(OC)c1. The result is 1 (inhibitor). (5) The molecule is O=C(Nc1ccccc1)N1CC[C@@]2(CCCN(C(=O)c3cc(C(F)(F)F)cc(C(F)(F)F)c3)C2)C1. The result is 1 (inhibitor). (6) The compound is O=C(O)CCc1nc2ccccc2[nH]1. The result is 0 (non-inhibitor). (7) The drug is O=C(O)CCC/C=C\C[C@@H]1CO[C@H](C(F)(F)F)O[C@@H]1c1ccccc1O. The result is 0 (non-inhibitor).